Dataset: Peptide-MHC class I binding affinity with 185,985 pairs from IEDB/IMGT. Task: Regression. Given a peptide amino acid sequence and an MHC pseudo amino acid sequence, predict their binding affinity value. This is MHC class I binding data. (1) The peptide sequence is NTYLFNILYK. The MHC is HLA-A02:02 with pseudo-sequence HLA-A02:02. The binding affinity (normalized) is 0.419. (2) The peptide sequence is AVGFFPTGV. The MHC is HLA-A26:01 with pseudo-sequence HLA-A26:01. The binding affinity (normalized) is 0.0847. (3) The peptide sequence is DSKEGFFTY. The MHC is HLA-A23:01 with pseudo-sequence HLA-A23:01. The binding affinity (normalized) is 0. (4) The peptide sequence is RVPRNLTLSK. The MHC is HLA-A68:01 with pseudo-sequence HLA-A68:01. The binding affinity (normalized) is 0.293. (5) The peptide sequence is KLCPVQLWV. The MHC is HLA-A68:02 with pseudo-sequence HLA-A68:02. The binding affinity (normalized) is 0.149. (6) The peptide sequence is SIYAGNTPK. The MHC is HLA-B07:02 with pseudo-sequence HLA-B07:02. The binding affinity (normalized) is 0.0847.